Dataset: Full USPTO retrosynthesis dataset with 1.9M reactions from patents (1976-2016). Task: Predict the reactants needed to synthesize the given product. (1) Given the product [F:1][C:2]1[CH:11]=[C:6]([C:7]2[CH:13]=[C:12]([C:14]3[CH:15]=[C:16]([CH:19]=[CH:20][CH:21]=3)[C:17]#[N:18])[O:9][N:8]=2)[CH:5]=[N:4][CH:3]=1, predict the reactants needed to synthesize it. The reactants are: [F:1][C:2]1[CH:3]=[N:4][CH:5]=[C:6]([CH:11]=1)[C:7](Cl)=[N:8][OH:9].[C:12]([C:14]1[CH:15]=[C:16]([CH:19]=[CH:20][CH:21]=1)[C:17]#[N:18])#[CH:13].N. (2) Given the product [F:13][C:14]1[C:22]([C:23]([F:25])([F:26])[F:24])=[N:21][CH:20]=[CH:19][C:15]=1[CH2:16][OH:17], predict the reactants needed to synthesize it. The reactants are: C(N1C=CN=C1)(N1C=CN=C1)=O.[F:13][C:14]1[C:22]([C:23]([F:26])([F:25])[F:24])=[N:21][CH:20]=[CH:19][C:15]=1[C:16](O)=[O:17].[BH4-].[Na+].Cl. (3) Given the product [CH2:35]([C:31]1[CH:30]=[C:29]([C:12]2[N:13]([CH3:28])[C:14]([C:15]([N:17]3[CH2:18][CH2:19][CH:20]([N:23]4[CH2:24][CH2:25][CH2:26][CH2:27]4)[CH2:21][CH2:22]3)=[O:16])=[C:10]([C:7]3[CH:8]=[CH:9][C:4]([C:3]([OH:41])=[O:2])=[CH:5][CH:6]=3)[N:11]=2)[CH:34]=[CH:33][CH:32]=1)[CH2:36][CH2:37][CH2:38][CH2:39][CH3:40], predict the reactants needed to synthesize it. The reactants are: C[O:2][C:3](=[O:41])[C:4]1[CH:9]=[CH:8][C:7]([C:10]2[N:11]=[C:12]([C:29]3[CH:34]=[CH:33][CH:32]=[C:31]([CH2:35][CH2:36][CH2:37][CH2:38][CH2:39][CH3:40])[CH:30]=3)[N:13]([CH3:28])[C:14]=2[C:15]([N:17]2[CH2:22][CH2:21][CH:20]([N:23]3[CH2:27][CH2:26][CH2:25][CH2:24]3)[CH2:19][CH2:18]2)=[O:16])=[CH:6][CH:5]=1.[OH-].[Li+]. (4) Given the product [CH2:23]([NH:26][C:12]1[CH:6]([C:2]2[S:1][CH:5]=[CH:4][CH:3]=2)[N:7]=[C:8]([C:18]2[S:19][CH:20]=[CH:21][CH:22]=2)[C:9]2[CH:17]=[CH:16][CH:15]=[N:14][C:10]=2[N:11]=1)[C:24]#[CH:25], predict the reactants needed to synthesize it. The reactants are: [S:1]1[CH:5]=[CH:4][CH:3]=[C:2]1[CH:6]1[C:12](=O)[NH:11][C:10]2[N:14]=[CH:15][CH:16]=[CH:17][C:9]=2[C:8]([C:18]2[S:19][CH:20]=[CH:21][CH:22]=2)=[N:7]1.[CH2:23]([NH2:26])[C:24]#[CH:25].